From a dataset of NCI-60 drug combinations with 297,098 pairs across 59 cell lines. Regression. Given two drug SMILES strings and cell line genomic features, predict the synergy score measuring deviation from expected non-interaction effect. (1) Drug 1: C1=CC(=CC=C1C#N)C(C2=CC=C(C=C2)C#N)N3C=NC=N3. Drug 2: C1CNP(=O)(OC1)N(CCCl)CCCl. Cell line: HOP-92. Synergy scores: CSS=7.18, Synergy_ZIP=-0.513, Synergy_Bliss=-0.0661, Synergy_Loewe=7.01, Synergy_HSA=0.424. (2) Drug 1: C1=NNC2=C1C(=O)NC=N2. Drug 2: CC1CCCC2(C(O2)CC(NC(=O)CC(C(C(=O)C(C1O)C)(C)C)O)C(=CC3=CSC(=N3)C)C)C. Cell line: ACHN. Synergy scores: CSS=36.3, Synergy_ZIP=4.41, Synergy_Bliss=3.23, Synergy_Loewe=-29.2, Synergy_HSA=0.959.